This data is from Catalyst prediction with 721,799 reactions and 888 catalyst types from USPTO. The task is: Predict which catalyst facilitates the given reaction. Reactant: [F:1][C:2]([F:18])([F:17])[O:3][C:4]1[CH:16]=[CH:15][C:7]2[S:8][C:9]([C:11]([O:13]C)=[O:12])=[CH:10][C:6]=2[CH:5]=1.O.[OH-].[Li+].O. Product: [F:18][C:2]([F:1])([F:17])[O:3][C:4]1[CH:16]=[CH:15][C:7]2[S:8][C:9]([C:11]([OH:13])=[O:12])=[CH:10][C:6]=2[CH:5]=1. The catalyst class is: 5.